This data is from Peptide-MHC class II binding affinity with 134,281 pairs from IEDB. The task is: Regression. Given a peptide amino acid sequence and an MHC pseudo amino acid sequence, predict their binding affinity value. This is MHC class II binding data. (1) The MHC is DRB3_0202 with pseudo-sequence DRB3_0202. The peptide sequence is GELQIVDKIDFAFKI. The binding affinity (normalized) is 0.413. (2) The peptide sequence is MTSRFMTDPHAMRDM. The MHC is HLA-DQA10401-DQB10402 with pseudo-sequence HLA-DQA10401-DQB10402. The binding affinity (normalized) is 0. (3) The peptide sequence is AFILDGDNWFPKV. The MHC is DRB1_0401 with pseudo-sequence DRB1_0401. The binding affinity (normalized) is 0.686.